Dataset: Catalyst prediction with 721,799 reactions and 888 catalyst types from USPTO. Task: Predict which catalyst facilitates the given reaction. (1) The catalyst class is: 24. Reactant: C[O:2][C:3](=[O:38])[CH:4]([C:13]1[CH:18]=[CH:17][C:16](/[CH:19]=[CH:20]/[C:21](=[O:37])[NH:22][C:23]2[CH:28]=[CH:27][CH:26]=[CH:25][C:24]=2[NH:29][C:30]([O:32][C:33]([CH3:36])([CH3:35])[CH3:34])=[O:31])=[CH:15][CH:14]=1)[CH2:5][CH2:6][CH:7]1[CH2:11][CH2:10][CH2:9][N:8]1[CH3:12].[Li+].[OH-].Cl. Product: [C:33]([O:32][C:30]([NH:29][C:24]1[CH:25]=[CH:26][CH:27]=[CH:28][C:23]=1[NH:22][C:21](/[CH:20]=[CH:19]/[C:16]1[CH:15]=[CH:14][C:13]([CH:4]([CH2:5][CH2:6][CH:7]2[CH2:11][CH2:10][CH2:9][N:8]2[CH3:12])[C:3]([OH:38])=[O:2])=[CH:18][CH:17]=1)=[O:37])=[O:31])([CH3:36])([CH3:35])[CH3:34]. (2) Reactant: Cl[S:2]([CH2:5][CH2:6][CH2:7][NH:8][C:9](=[O:11])[CH3:10])(=[O:4])=[O:3].[CH3:12][C:13]([O:17][CH2:18][C:19]1[CH:24]=[CH:23][CH:22]=[CH:21][CH:20]=1)([CH3:16])[CH2:14][OH:15].C(N(CC)CC)C. Product: [C:9]([NH:8][CH2:7][CH2:6][CH2:5][S:2]([O:15][CH2:14][C:13]([CH3:16])([O:17][CH2:18][C:19]1[CH:24]=[CH:23][CH:22]=[CH:21][CH:20]=1)[CH3:12])(=[O:4])=[O:3])(=[O:11])[CH3:10]. The catalyst class is: 154.